Dataset: Full USPTO retrosynthesis dataset with 1.9M reactions from patents (1976-2016). Task: Predict the reactants needed to synthesize the given product. Given the product [CH3:1][C:2]1[C:7]([Cl:8])=[CH:6][CH:5]=[CH:4][C:3]=1[N:9]1[C:13](=[O:14])[N:12]([CH3:15])[N:11]=[N:10]1, predict the reactants needed to synthesize it. The reactants are: [CH3:1][C:2]1[C:7]([Cl:8])=[CH:6][CH:5]=[CH:4][C:3]=1[N:9]1[C:13](=[O:14])[NH:12][N:11]=[N:10]1.[C:15](=O)([O-])[O-].[K+].[K+].S(OC)(OC)(=O)=O.C(=O)(O)[O-].[Na+].